From a dataset of TCR-epitope binding with 47,182 pairs between 192 epitopes and 23,139 TCRs. Binary Classification. Given a T-cell receptor sequence (or CDR3 region) and an epitope sequence, predict whether binding occurs between them. (1) The epitope is NLNESLIDL. The TCR CDR3 sequence is CARGLADTGELFF. Result: 0 (the TCR does not bind to the epitope). (2) The epitope is YFPLQSYGF. The TCR CDR3 sequence is CASSFPVAGGFTGELFF. Result: 0 (the TCR does not bind to the epitope). (3) The epitope is GTSGSPIINR. The TCR CDR3 sequence is CASSLAGVGNEQFF. Result: 1 (the TCR binds to the epitope). (4) The epitope is QASQEVKNW. The TCR CDR3 sequence is CASSEAGEQFF. Result: 0 (the TCR does not bind to the epitope). (5) The epitope is MPASWVMRI. The TCR CDR3 sequence is CASSSGNTIYF. Result: 1 (the TCR binds to the epitope). (6) The TCR CDR3 sequence is CASSPGWGSYEQYF. Result: 0 (the TCR does not bind to the epitope). The epitope is EEHVQIHTI. (7) The epitope is ILGLPTQTV. The TCR CDR3 sequence is CASSPYVDRAGANVLTF. Result: 1 (the TCR binds to the epitope).